The task is: Predict the product of the given reaction.. This data is from Forward reaction prediction with 1.9M reactions from USPTO patents (1976-2016). (1) The product is: [N:1]1([CH2:6][CH:7]2[CH2:12][CH2:11][N:10]([C:13]3[CH:20]=[CH:19][C:16]([CH2:17][N:29]4[CH2:30][CH2:31][CH2:26][CH2:27][CH2:28]4)=[C:15]([C:21]([F:24])([F:23])[F:22])[CH:14]=3)[CH2:9][CH2:8]2)[CH2:5][CH2:4][CH2:3][CH2:2]1. Given the reactants [N:1]1([CH2:6][CH:7]2[CH2:12][CH2:11][N:10]([C:13]3[CH:20]=[CH:19][C:16]([CH:17]=O)=[C:15]([C:21]([F:24])([F:23])[F:22])[CH:14]=3)[CH2:9][CH2:8]2)[CH2:5][CH2:4][CH2:3][CH2:2]1.O[CH:26]1[CH2:31][CH2:30][NH:29][CH2:28][CH2:27]1, predict the reaction product. (2) Given the reactants [F:1][C:2]1[CH:3]=[C:4](C=C[CH:8]=1)[NH2:5].C1(C=O)CC1.P(O)(O[C:24]1[CH:29]=[CH:28][CH:27]=[CH:26][CH:25]=1)(O[C:24]1[CH:29]=[CH:28][CH:27]=[CH:26][CH:25]=1)=O.[CH:31](/[NH:34][C:35](=[O:44])[O:36][CH2:37][C:38]1[CH:43]=[CH:42][CH:41]=[CH:40][CH:39]=1)=[CH:32]\[CH3:33], predict the reaction product. The product is: [CH:28]1([C@H:27]2[C@H:26]([CH3:25])[C@@H:31]([NH:34][C:35](=[O:44])[O:36][CH2:37][C:38]3[CH:39]=[CH:40][CH:41]=[CH:42][CH:43]=3)[C:32]3[C:4](=[CH:3][C:2]([F:1])=[CH:8][CH:33]=3)[NH:5]2)[CH2:29][CH2:24]1.